From a dataset of Reaction yield outcomes from USPTO patents with 853,638 reactions. Predict the reaction yield, written as a fraction of the theoretical maximum amount of product (1.0 means a 100% yield; for example, 0.34 means a 34% yield). (1) The product is [NH2:3][O:12][CH2:13][CH2:14][NH:15][S:16]([NH:19][C:20](=[O:26])[O:21][C:22]([CH3:24])([CH3:23])[CH3:25])(=[O:18])=[O:17]. The reactants are O=C1C2C(=CC=CC=2)C(=O)[N:3]1[O:12][CH2:13][CH2:14][NH:15][S:16]([NH:19][C:20](=[O:26])[O:21][C:22]([CH3:25])([CH3:24])[CH3:23])(=[O:18])=[O:17].C(Cl)Cl.O.NN. The yield is 0.440. The catalyst is C(O)C. (2) The reactants are [Br:1][C:2]1[CH:7]=[CH:6][C:5]([N:8]2[CH2:12][C:11](O)([C:13]([O:15][CH2:16][CH3:17])=[O:14])[N:10]=[C:9]2[C:19]([C:22]2[C:27]([Cl:28])=[CH:26][CH:25]=[CH:24][C:23]=2[Cl:29])([CH3:21])[CH3:20])=[C:4]([F:30])[CH:3]=1.C(O)(C(F)(F)F)=O.[OH-].[Na+]. The product is [Br:1][C:2]1[CH:7]=[CH:6][C:5]([N:8]2[CH:12]=[C:11]([C:13]([O:15][CH2:16][CH3:17])=[O:14])[N:10]=[C:9]2[C:19]([C:22]2[C:27]([Cl:28])=[CH:26][CH:25]=[CH:24][C:23]=2[Cl:29])([CH3:20])[CH3:21])=[C:4]([F:30])[CH:3]=1. The catalyst is CCO.C(Cl)Cl. The yield is 0.860.